Dataset: NCI-60 drug combinations with 297,098 pairs across 59 cell lines. Task: Regression. Given two drug SMILES strings and cell line genomic features, predict the synergy score measuring deviation from expected non-interaction effect. (1) Drug 1: COC1=NC(=NC2=C1N=CN2C3C(C(C(O3)CO)O)O)N. Drug 2: C#CCC(CC1=CN=C2C(=N1)C(=NC(=N2)N)N)C3=CC=C(C=C3)C(=O)NC(CCC(=O)O)C(=O)O. Cell line: OVCAR-4. Synergy scores: CSS=55.6, Synergy_ZIP=0.259, Synergy_Bliss=-1.40, Synergy_Loewe=-19.2, Synergy_HSA=-1.29. (2) Drug 1: CC=C1C(=O)NC(C(=O)OC2CC(=O)NC(C(=O)NC(CSSCCC=C2)C(=O)N1)C(C)C)C(C)C. Drug 2: C1=CC=C(C(=C1)C(C2=CC=C(C=C2)Cl)C(Cl)Cl)Cl. Cell line: SK-MEL-28. Synergy scores: CSS=51.4, Synergy_ZIP=0.843, Synergy_Bliss=0.306, Synergy_Loewe=-40.6, Synergy_HSA=-0.425. (3) Drug 1: C1C(C(OC1N2C=NC(=NC2=O)N)CO)O. Drug 2: CC12CCC3C(C1CCC2OP(=O)(O)O)CCC4=C3C=CC(=C4)OC(=O)N(CCCl)CCCl.[Na+]. Cell line: SNB-75. Synergy scores: CSS=2.45, Synergy_ZIP=-3.35, Synergy_Bliss=-1.25, Synergy_Loewe=-3.10, Synergy_HSA=-2.45. (4) Drug 1: CNC(=O)C1=CC=CC=C1SC2=CC3=C(C=C2)C(=NN3)C=CC4=CC=CC=N4. Drug 2: C1CC(=O)NC(=O)C1N2CC3=C(C2=O)C=CC=C3N. Cell line: UACC62. Synergy scores: CSS=2.37, Synergy_ZIP=-1.37, Synergy_Bliss=-2.09, Synergy_Loewe=-1.78, Synergy_HSA=-1.75. (5) Drug 1: CC(C)(C#N)C1=CC(=CC(=C1)CN2C=NC=N2)C(C)(C)C#N. Drug 2: C1C(C(OC1N2C=NC(=NC2=O)N)CO)O. Cell line: MALME-3M. Synergy scores: CSS=3.37, Synergy_ZIP=-0.0205, Synergy_Bliss=-0.362, Synergy_Loewe=1.92, Synergy_HSA=0.430.